From a dataset of Catalyst prediction with 721,799 reactions and 888 catalyst types from USPTO. Predict which catalyst facilitates the given reaction. (1) Reactant: Br[C:2]1[CH:3]=[C:4]([CH:9]([CH3:26])[C:10]([NH:12][C:13]2[CH:18]=[CH:17][C:16]([C:19]3[CH:24]=[CH:23][N:22]=[C:21]([CH3:25])[CH:20]=3)=[CH:15][CH:14]=2)=[O:11])[CH:5]=[C:6]([CH3:8])[CH:7]=1.CC(C)([O-])C.[Na+].C1(P(C2CCCCC2)C2C=CC=CC=2C2C(OC)=CC=CC=2OC)CCCCC1.[N:62]1[CH:67]=[CH:66][CH:65]=[CH:64][C:63]=1[N:68]1[CH2:73][CH2:72][NH:71][CH2:70][CH2:69]1. Product: [CH3:8][C:6]1[CH:5]=[C:4]([CH:9]([CH3:26])[C:10]([NH:12][C:13]2[CH:18]=[CH:17][C:16]([C:19]3[CH:24]=[CH:23][N:22]=[C:21]([CH3:25])[CH:20]=3)=[CH:15][CH:14]=2)=[O:11])[CH:3]=[C:2]([N:71]2[CH2:70][CH2:69][N:68]([C:63]3[CH:64]=[CH:65][CH:66]=[CH:67][N:62]=3)[CH2:73][CH2:72]2)[CH:7]=1. The catalyst class is: 101. (2) Reactant: [Br:1][C:2]1[CH:15]=[CH:14][C:5]2[C:6](=[O:13])[C:7]([CH3:12])([CH3:11])[S:8](=[O:10])(=[O:9])[C:4]=2[CH:3]=1.[CH3:16][Mg]Br. Product: [Br:1][C:2]1[CH:15]=[CH:14][C:5]2[C:6]([CH3:16])([OH:13])[C:7]([CH3:11])([CH3:12])[S:8](=[O:9])(=[O:10])[C:4]=2[CH:3]=1. The catalyst class is: 28. (3) Reactant: [CH3:1][O:2][C:3]([C:5]1[N:6]=[C:7]([CH2:10][NH:11]C(OC(C)(C)C)=O)[S:8][CH:9]=1)=[O:4].Cl. Product: [CH3:1][O:2][C:3]([C:5]1[N:6]=[C:7]([CH2:10][NH2:11])[S:8][CH:9]=1)=[O:4]. The catalyst class is: 71. (4) Reactant: [N:1]([CH2:4][CH2:5][NH:6][C:7](=[O:21])[CH2:8][CH2:9][CH2:10][CH2:11][CH2:12][CH2:13][CH2:14][CH2:15][CH2:16][CH2:17][CH2:18][CH2:19][CH3:20])=[N+:2]=[N-:3].N([CH2:25][CH2:26]N)=[N+]=[N-].C(N(CC)CC)C. Product: [N:1]([CH2:4][CH2:5][NH:6][C:7](=[O:21])[C:8]1[CH:26]=[CH:25][C:11]([CH2:12][CH2:13][CH2:14][CH2:15][CH2:16][CH2:17][CH2:18][CH2:19][CH3:20])=[CH:10][CH:9]=1)=[N+:2]=[N-:3]. The catalyst class is: 4. (5) Reactant: [F:1][C:2]1[CH:3]=[C:4]2[C:9](=[CH:10][CH:11]=1)[O:8][C@H:7]([C@H:12]1[CH2:14][O:13]1)[CH2:6][CH2:5]2.[CH2:15]([NH2:22])[C:16]1[CH:21]=[CH:20][CH:19]=[CH:18][CH:17]=1. Product: [C:16]1([CH2:15][N:22]=[CH:14][C@H:12]([C@@H:7]2[CH2:6][CH2:5][C:4]3[C:9](=[CH:10][CH:11]=[C:2]([F:1])[CH:3]=3)[O:8]2)[OH:13])[CH:21]=[CH:20][CH:19]=[CH:18][CH:17]=1. The catalyst class is: 5. (6) Reactant: [NH2:1][C:2]1[CH:3]=[C:4]([CH:7]=[CH:8][CH:9]=1)[CH2:5][OH:6].C(=O)([O-])[O-].[K+].[K+].CN(C=O)C.Br[CH2:22][C:23]([C:25]1[CH:30]=[CH:29][C:28]([Cl:31])=[CH:27][CH:26]=1)=[O:24]. Product: [Cl:31][C:28]1[CH:29]=[CH:30][C:25]([C:23](=[O:24])[CH2:22][NH:1][C:2]2[CH:9]=[CH:8][CH:7]=[C:4]([CH2:5][OH:6])[CH:3]=2)=[CH:26][CH:27]=1. The catalyst class is: 6. (7) Reactant: [F:1][C:2]1[CH:27]=[CH:26][CH:25]=[C:24]([F:28])[C:3]=1[C:4]([NH:6][C:7]1[S:8][C:9]([C:14]2[CH:19]=[CH:18][CH:17]=[C:16]([C:20]([F:23])([F:22])[F:21])[CH:15]=2)=[C:10]([CH2:12][OH:13])[N:11]=1)=[O:5].CC(OI1(OC(C)=O)(OC(C)=O)OC(=O)C2C=CC=CC1=2)=O. Product: [F:28][C:24]1[CH:25]=[CH:26][CH:27]=[C:2]([F:1])[C:3]=1[C:4]([NH:6][C:7]1[S:8][C:9]([C:14]2[CH:19]=[CH:18][CH:17]=[C:16]([C:20]([F:21])([F:22])[F:23])[CH:15]=2)=[C:10]([CH:12]=[O:13])[N:11]=1)=[O:5]. The catalyst class is: 2.